This data is from Full USPTO retrosynthesis dataset with 1.9M reactions from patents (1976-2016). The task is: Predict the reactants needed to synthesize the given product. (1) Given the product [Cl:18][C:19]1[CH:24]=[C:23]([CH:25]2[CH2:26][CH2:27][O:28][CH2:29][CH2:30]2)[CH:22]=[CH:21][C:20]=1[O:31][CH2:32][CH2:33][CH2:34][O:13][C:7]1[CH:6]=[C:5]2[C:10]([CH2:11][CH2:12][C@:3]([CH2:1][CH3:2])([C:14]([OH:16])=[O:15])[O:4]2)=[CH:9][CH:8]=1, predict the reactants needed to synthesize it. The reactants are: [CH2:1]([C@:3]1([C:14]([O:16]C)=[O:15])[CH2:12][CH2:11][C:10]2[C:5](=[CH:6][C:7]([OH:13])=[CH:8][CH:9]=2)[O:4]1)[CH3:2].[Cl:18][C:19]1[CH:24]=[C:23]([CH:25]2[CH2:30][CH2:29][O:28][CH2:27][CH2:26]2)[CH:22]=[CH:21][C:20]=1[O:31][CH2:32][CH2:33][CH2:34]Br. (2) Given the product [O:18]([C:19]1[CH:20]=[N:21][CH:22]=[C:23]([C:3]2[CH:4]=[C:5]([CH3:8])[CH:6]=[CH:7][C:2]=2[F:1])[CH:24]=1)[C@@H:17]1[S:26][CH2:27][C@@H:28]([OH:34])[C@H:29]([OH:30])[C@H:16]1[OH:15], predict the reactants needed to synthesize it. The reactants are: [F:1][C:2]1[CH:7]=[CH:6][C:5]([CH3:8])=[CH:4][C:3]=1B(O)O.C([O:15][C@@H:16]1[C@@H:29]([O:30]C(=O)C)[C@H:28]([O:34]C(=O)C)[CH2:27][S:26][C@H:17]1[O:18][C:19]1[CH:20]=[N:21][CH:22]=[C:23](Br)[CH:24]=1)(=O)C. (3) Given the product [Br:16][C:15]1[CH:7]=[C:8]([Cl:18])[C:9]([C:10]([OH:12])=[O:11])=[C:13]([Cl:17])[CH:14]=1, predict the reactants needed to synthesize it. The reactants are: N([O-])=O.[Na+].Cl.N[C:7]1[C:8]([Cl:18])=[C:9]([C:13]([Cl:17])=[CH:14][C:15]=1[Br:16])[C:10]([OH:12])=[O:11].[PH2](O)=O. (4) Given the product [CH2:19]([O:21][C:22]([N:24]1[CH2:25][CH2:26][N:27]([C:15]2[CH:16]=[CH:17][C:12]([C:10](=[O:11])[CH2:9][CH2:8][C:5]3[CH:6]=[CH:7][C:2]([NH2:1])=[CH:3][CH:4]=3)=[CH:13][CH:14]=2)[CH2:28][CH2:29]1)=[O:23])[CH3:20], predict the reactants needed to synthesize it. The reactants are: [NH2:1][C:2]1[CH:7]=[CH:6][C:5]([CH2:8][CH2:9][C:10]([C:12]2[CH:17]=[CH:16][C:15](F)=[CH:14][CH:13]=2)=[O:11])=[CH:4][CH:3]=1.[CH2:19]([O:21][C:22]([N:24]1[CH2:29][CH2:28][NH:27][CH2:26][CH2:25]1)=[O:23])[CH3:20].C(NC(C)C)(C)C. (5) The reactants are: [Cl:1][C:2]1[CH:7]=[CH:6][C:5]([N:8]2[C:13](=[O:14])[C:12]3[CH:15]=[N:16][N:17]([C:18]4[CH:19]=[C:20]([CH:23]=[CH:24][CH:25]=4)[C:21]#[N:22])[C:11]=3[N:10]=[C:9]2[C:26]2[CH:31]=[CH:30][C:29](B3OC(C)(C)C(C)(C)O3)=[CH:28][CH:27]=2)=[CH:4][CH:3]=1.[NH2:41][C:42]1[CH:47]=[CH:46][C:45](Br)=[CH:44][N:43]=1.C(=O)([O-])[O-].[Cs+].[Cs+]. Given the product [NH2:41][C:42]1[N:43]=[CH:44][C:45]([C:29]2[CH:30]=[CH:31][C:26]([C:9]3[N:8]([C:5]4[CH:4]=[CH:3][C:2]([Cl:1])=[CH:7][CH:6]=4)[C:13](=[O:14])[C:12]4[CH:15]=[N:16][N:17]([C:18]5[CH:19]=[C:20]([CH:23]=[CH:24][CH:25]=5)[C:21]#[N:22])[C:11]=4[N:10]=3)=[CH:27][CH:28]=2)=[CH:46][CH:47]=1, predict the reactants needed to synthesize it.